This data is from NCI-60 drug combinations with 297,098 pairs across 59 cell lines. The task is: Regression. Given two drug SMILES strings and cell line genomic features, predict the synergy score measuring deviation from expected non-interaction effect. (1) Drug 2: C1CC(=O)NC(=O)C1N2C(=O)C3=CC=CC=C3C2=O. Cell line: LOX IMVI. Drug 1: C1=NC2=C(N1)C(=S)N=C(N2)N. Synergy scores: CSS=36.5, Synergy_ZIP=-2.78, Synergy_Bliss=-7.36, Synergy_Loewe=-28.9, Synergy_HSA=-7.74. (2) Drug 1: C1=C(C(=O)NC(=O)N1)F. Drug 2: C1CCC(C(C1)N)N.C(=O)(C(=O)[O-])[O-].[Pt+4]. Cell line: OVCAR3. Synergy scores: CSS=58.2, Synergy_ZIP=-4.24, Synergy_Bliss=-6.92, Synergy_Loewe=-4.75, Synergy_HSA=-4.13. (3) Drug 1: CC1=CC=C(C=C1)C2=CC(=NN2C3=CC=C(C=C3)S(=O)(=O)N)C(F)(F)F. Drug 2: CC(C)CN1C=NC2=C1C3=CC=CC=C3N=C2N. Cell line: SF-295. Synergy scores: CSS=-5.24, Synergy_ZIP=1.75, Synergy_Bliss=0.380, Synergy_Loewe=-2.16, Synergy_HSA=-2.03. (4) Drug 1: CCC1=C2CN3C(=CC4=C(C3=O)COC(=O)C4(CC)O)C2=NC5=C1C=C(C=C5)O. Drug 2: CCC1(CC2CC(C3=C(CCN(C2)C1)C4=CC=CC=C4N3)(C5=C(C=C6C(=C5)C78CCN9C7C(C=CC9)(C(C(C8N6C)(C(=O)OC)O)OC(=O)C)CC)OC)C(=O)OC)O.OS(=O)(=O)O. Cell line: ACHN. Synergy scores: CSS=52.7, Synergy_ZIP=0.105, Synergy_Bliss=0.368, Synergy_Loewe=-21.1, Synergy_HSA=0.812. (5) Drug 1: CC1=C2C(C(=O)C3(C(CC4C(C3C(C(C2(C)C)(CC1OC(=O)C(C(C5=CC=CC=C5)NC(=O)OC(C)(C)C)O)O)OC(=O)C6=CC=CC=C6)(CO4)OC(=O)C)OC)C)OC. Drug 2: CC1C(C(CC(O1)OC2CC(CC3=C2C(=C4C(=C3O)C(=O)C5=CC=CC=C5C4=O)O)(C(=O)C)O)N)O. Cell line: SNB-19. Synergy scores: CSS=34.6, Synergy_ZIP=-7.54, Synergy_Bliss=-9.91, Synergy_Loewe=-3.38, Synergy_HSA=-2.68. (6) Drug 1: CC(CN1CC(=O)NC(=O)C1)N2CC(=O)NC(=O)C2. Drug 2: CS(=O)(=O)CCNCC1=CC=C(O1)C2=CC3=C(C=C2)N=CN=C3NC4=CC(=C(C=C4)OCC5=CC(=CC=C5)F)Cl. Cell line: LOX IMVI. Synergy scores: CSS=24.2, Synergy_ZIP=-7.73, Synergy_Bliss=-2.64, Synergy_Loewe=-1.08, Synergy_HSA=-1.44. (7) Drug 1: CC1=C(C=C(C=C1)NC2=NC=CC(=N2)N(C)C3=CC4=NN(C(=C4C=C3)C)C)S(=O)(=O)N.Cl. Drug 2: CCN(CC)CCCC(C)NC1=C2C=C(C=CC2=NC3=C1C=CC(=C3)Cl)OC. Cell line: MALME-3M. Synergy scores: CSS=20.2, Synergy_ZIP=-3.13, Synergy_Bliss=11.3, Synergy_Loewe=11.7, Synergy_HSA=11.5. (8) Drug 1: CC1=C2C(C(=O)C3(C(CC4C(C3C(C(C2(C)C)(CC1OC(=O)C(C(C5=CC=CC=C5)NC(=O)OC(C)(C)C)O)O)OC(=O)C6=CC=CC=C6)(CO4)OC(=O)C)OC)C)OC. Drug 2: B(C(CC(C)C)NC(=O)C(CC1=CC=CC=C1)NC(=O)C2=NC=CN=C2)(O)O. Cell line: RXF 393. Synergy scores: CSS=56.2, Synergy_ZIP=19.9, Synergy_Bliss=19.4, Synergy_Loewe=16.4, Synergy_HSA=21.1. (9) Drug 1: COC1=C(C=C2C(=C1)N=CN=C2NC3=CC(=C(C=C3)F)Cl)OCCCN4CCOCC4. Drug 2: C1=CC(=CC=C1CC(C(=O)O)N)N(CCCl)CCCl.Cl. Cell line: NCI-H460. Synergy scores: CSS=41.5, Synergy_ZIP=-0.814, Synergy_Bliss=5.06, Synergy_Loewe=3.36, Synergy_HSA=6.16. (10) Drug 1: C1=C(C(=O)NC(=O)N1)N(CCCl)CCCl. Drug 2: CCCCC(=O)OCC(=O)C1(CC(C2=C(C1)C(=C3C(=C2O)C(=O)C4=C(C3=O)C=CC=C4OC)O)OC5CC(C(C(O5)C)O)NC(=O)C(F)(F)F)O. Cell line: HOP-92. Synergy scores: CSS=38.5, Synergy_ZIP=-6.09, Synergy_Bliss=2.32, Synergy_Loewe=4.61, Synergy_HSA=4.62.